This data is from Forward reaction prediction with 1.9M reactions from USPTO patents (1976-2016). The task is: Predict the product of the given reaction. (1) Given the reactants [C:1]([C:4]1[CH:5]=[C:6]2[C:11](=[CH:12][CH:13]=1)[CH:10]=[N:9][CH:8]=[C:7]2[N:14]1[CH2:19][CH2:18][CH2:17][CH:16]([CH2:20][O:21][CH2:22][CH2:23][NH:24]C(=O)OC(C)(C)C)[CH2:15]1)(=[O:3])[NH2:2].[ClH:32].O1CCOCC1, predict the reaction product. The product is: [ClH:32].[NH2:24][CH2:23][CH2:22][O:21][CH2:20][CH:16]1[CH2:17][CH2:18][CH2:19][N:14]([C:7]2[C:6]3[C:11](=[CH:12][CH:13]=[C:4]([C:1]([NH2:2])=[O:3])[CH:5]=3)[CH:10]=[N:9][CH:8]=2)[CH2:15]1. (2) Given the reactants [N+:1]([C:4]1[CH:5]=[C:6]([C:13]([N:15]2[CH2:20][CH2:19][N:18]([CH2:21][CH3:22])[CH2:17][CH2:16]2)=[O:14])[CH:7]=[CH:8][C:9]=1[N+:10]([O-])=O)([O-])=O, predict the reaction product. The product is: [NH2:1][C:4]1[CH:5]=[C:6]([C:13]([N:15]2[CH2:20][CH2:19][N:18]([CH2:21][CH3:22])[CH2:17][CH2:16]2)=[O:14])[CH:7]=[CH:8][C:9]=1[NH2:10]. (3) Given the reactants Cl[C:2]1[C:11]([CH3:12])=[C:10]([Cl:13])[C:9]2[C:4](=[C:5]([Cl:14])[CH:6]=[CH:7][CH:8]=2)[N:3]=1.[NH:15]1[CH2:19][CH2:18][CH2:17][C:16]1=[O:20].CC1(C)C2C(=C(P(C3C=CC=CC=3)C3C=CC=CC=3)C=CC=2)OC2C(P(C3C=CC=CC=3)C3C=CC=CC=3)=CC=CC1=2.C(=O)([O-])[O-].[Cs+].[Cs+], predict the reaction product. The product is: [Cl:13][C:10]1[C:9]2[C:4](=[C:5]([Cl:14])[CH:6]=[CH:7][CH:8]=2)[N:3]=[C:2]([N:15]2[CH2:19][CH2:18][CH2:17][C:16]2=[O:20])[C:11]=1[CH3:12]. (4) Given the reactants [C:1]([O:5][C:6]([NH:8][C@@H:9]([CH3:28])[CH2:10][CH2:11][N:12]1[CH2:17][CH2:16][N:15](C(OCC2C=CC=CC=2)=O)[CH2:14][CH2:13]1)=[O:7])([CH3:4])([CH3:3])[CH3:2], predict the reaction product. The product is: [CH3:28][C@H:9]([NH:8][C:6](=[O:7])[O:5][C:1]([CH3:4])([CH3:3])[CH3:2])[CH2:10][CH2:11][N:12]1[CH2:17][CH2:16][NH:15][CH2:14][CH2:13]1.